From a dataset of Reaction yield outcomes from USPTO patents with 853,638 reactions. Predict the reaction yield, written as a fraction of the theoretical maximum amount of product (1.0 means a 100% yield; for example, 0.34 means a 34% yield). (1) The reactants are [Cl:1][C:2]1[CH:7]=[CH:6][C:5]([NH:8][C:9](=[O:14])[C:10]([F:13])([F:12])[F:11])=[C:4]([C:15]2[CH:20]=[C:19]([OH:21])[N:18]=[CH:17][N:16]=2)[CH:3]=1.N[C@@H:23]1[C:39]2[CH:40]=[C:35]([CH:36]=[CH:37][N:38]=2)[C:34]2[N:33]([CH:41]([F:43])[F:42])[N:32]=[CH:31][C:30]=2[NH:29][C:28](=[O:44])[C@H:27]([CH3:45])[CH2:26][CH2:25][CH2:24]1. No catalyst specified. The product is [Cl:1][C:2]1[CH:7]=[CH:6][C:5]([NH:8][C:9](=[O:14])[C:10]([F:13])([F:11])[F:12])=[C:4]([C:15]2[N:16]=[CH:17][N:18]([C@@H:23]3[C:39]4[CH:40]=[C:35]([CH:36]=[CH:37][N:38]=4)[C:34]4[N:33]([CH:41]([F:42])[F:43])[N:32]=[CH:31][C:30]=4[NH:29][C:28](=[O:44])[C@H:27]([CH3:45])[CH2:26][CH2:25][CH2:24]3)[C:19](=[O:21])[CH:20]=2)[CH:3]=1. The yield is 0.580. (2) The reactants are [F:1][C:2]1[CH:9]=[C:8]([N+:10]([O-:12])=[O:11])[CH:7]=[CH:6][C:3]=1[CH:4]=[O:5].[BH4-].[Na+]. The catalyst is CO. The product is [F:1][C:2]1[CH:9]=[C:8]([N+:10]([O-:12])=[O:11])[CH:7]=[CH:6][C:3]=1[CH2:4][OH:5]. The yield is 0.990. (3) The reactants are [CH2:1]([O:8][CH2:9][CH2:10][CH2:11][N:12]1[C:20]2[C:15](=[CH:16][CH:17]=[CH:18][CH:19]=2)[C:14]([C:23]2[C:31](O)=[CH:30][C:26]3[O:27][CH2:28][O:29][C:25]=3[CH:24]=2)([CH2:21][OH:22])[C:13]1=[O:33])[C:2]1[CH:7]=[CH:6][CH:5]=[CH:4][CH:3]=1.C1(CCN2C3C(=CC=CC=3)C(C3C(O)=CC4OCOC=4C=3)(CO)C2=O)CC1. No catalyst specified. The product is [CH2:1]([O:8][CH2:9][CH2:10][CH2:11][N:12]1[C:20]2[C:15](=[CH:16][CH:17]=[CH:18][CH:19]=2)[C:14]2([C:23]3=[CH:24][C:25]4[O:29][CH2:28][O:27][C:26]=4[CH:30]=[C:31]3[O:22][CH2:21]2)[C:13]1=[O:33])[C:2]1[CH:3]=[CH:4][CH:5]=[CH:6][CH:7]=1. The yield is 0.980. (4) The reactants are [F:1][CH2:2][CH:3]([N:5]1[C:13]2[C:8](=[CH:9][CH:10]=[CH:11][CH:12]=2)[C:7](=O)[C:6]1=[O:15])[CH3:4]. The catalyst is O.NN. The product is [F:1][CH2:2][CH:3]([N:5]1[C:13]2[C:8](=[CH:9][CH:10]=[CH:11][CH:12]=2)[CH2:7][C:6]1=[O:15])[CH3:4]. The yield is 0.830. (5) The reactants are [NH2:1][C:2]1[CH:11]=[C:10]2[C:5]([CH:6]=[C:7]([C:15]3[C:16]([Br:32])=[CH:17][C:18]([F:31])=[C:19]([NH:21][C:22]([NH:24][C:25]4[CH:30]=[CH:29][CH:28]=[CH:27][CH:26]=4)=[O:23])[CH:20]=3)[C:8](=[O:14])[N:9]2[CH2:12][CH3:13])=[CH:4][N:3]=1.[C:33](OC(=O)C)(=[O:35])[CH3:34]. No catalyst specified. The product is [C:33]([NH:1][C:2]1[CH:11]=[C:10]2[C:5]([CH:6]=[C:7]([C:15]3[C:16]([Br:32])=[CH:17][C:18]([F:31])=[C:19]([NH:21][C:22]([NH:24][C:25]4[CH:26]=[CH:27][CH:28]=[CH:29][CH:30]=4)=[O:23])[CH:20]=3)[C:8](=[O:14])[N:9]2[CH2:12][CH3:13])=[CH:4][N:3]=1)(=[O:35])[CH3:34]. The yield is 0.570. (6) The yield is 0.520. The catalyst is CS(C)=O.CCOCC.O.C(Cl)Cl. The product is [C:29]([N:32]1[C:41]2[C:36](=[CH:37][C:38]([C:42]([O:44][CH2:45][CH3:46])=[O:43])=[CH:39][CH:40]=2)[C@H:35]([NH:47][C:2]2[N:7]=[C:6]([CH3:8])[CH:5]=[CH:4][N:3]=2)[C@@H:34]([CH3:48])[C@@H:33]1[CH2:49][CH3:50])(=[O:31])[CH3:30]. The reactants are Cl[C:2]1[N:7]=[C:6]([CH3:8])[CH:5]=[CH:4][N:3]=1.[F-].[K+].C1OCCOCCOCCOCCOCCOC1.[C:29]([N:32]1[C:41]2[C:36](=[CH:37][C:38]([C:42]([O:44][CH2:45][CH3:46])=[O:43])=[CH:39][CH:40]=2)[C@H:35]([NH2:47])[C@@H:34]([CH3:48])[C@@H:33]1[CH2:49][CH3:50])(=[O:31])[CH3:30].CCN(C(C)C)C(C)C. (7) The reactants are I[C:2]1[C:10]2[C:5](=[CH:6][CH:7]=[CH:8][C:9]=2[N+:11]([O-])=O)[N:4]([CH2:14][C:15]2[CH:16]=[C:17]([CH:23]=[CH:24][CH:25]=2)[C:18]([N:20]([CH3:22])[CH3:21])=[O:19])[N:3]=1.[NH4+].[Cl-]. The yield is 0.610. The catalyst is CO.[Zn]. The product is [NH2:11][C:9]1[CH:8]=[CH:7][CH:6]=[C:5]2[C:10]=1[CH:2]=[N:3][N:4]2[CH2:14][C:15]1[CH:16]=[C:17]([CH:23]=[CH:24][CH:25]=1)[C:18]([N:20]([CH3:22])[CH3:21])=[O:19]. (8) The reactants are [CH3:1][S:2][CH2:3][CH2:4][OH:5].[C:6](Cl)(Cl)=[O:7].C1(C)C=CC=CC=1.[CH3:17][NH:18][C:19]1[S:20][C:21]([C:24]2[CH:25]=[N:26][CH:27]=[CH:28][CH:29]=2)=[N:22][N:23]=1. The catalyst is CN(C)C1C=CN=CC=1.ClCCCl.C(=O)(O)[O-].[Na+]. The product is [CH3:17][N:18]([C:19]1[S:20][C:21]([C:24]2[CH:25]=[N:26][CH:27]=[CH:28][CH:29]=2)=[N:22][N:23]=1)[C:6](=[O:7])[O:5][CH2:4][CH2:3][S:2][CH3:1]. The yield is 0.790. (9) The reactants are [NH2:1][C:2](=O)[CH2:3][N:4]1[C:9](=[N:10]S(C2C=CC(C)=CC=2)(=O)=O)[CH:8]=[CH:7][C:6]([O:21][C:22]2[CH:27]=[CH:26][C:25]([NH:28][C:29](=[O:38])[O:30][CH2:31][C:32]3[CH:37]=[CH:36][CH:35]=[CH:34][CH:33]=3)=[CH:24][C:23]=2[F:39])=[CH:5]1.FC(F)(F)C(OC(=O)C(F)(F)F)=O. The catalyst is O1CCCC1. The product is [NH2:1][C:2]1[N:10]=[C:9]2[CH:8]=[CH:7][C:6]([O:21][C:22]3[CH:27]=[CH:26][C:25]([NH:28][C:29](=[O:38])[O:30][CH2:31][C:32]4[CH:33]=[CH:34][CH:35]=[CH:36][CH:37]=4)=[CH:24][C:23]=3[F:39])=[CH:5][N:4]2[CH:3]=1. The yield is 0.510.